Dataset: Full USPTO retrosynthesis dataset with 1.9M reactions from patents (1976-2016). Task: Predict the reactants needed to synthesize the given product. (1) Given the product [Br:29][C:8]1[C:7](=[O:13])[N:6]([CH2:14][C:15]2[CH:16]=[CH:17][C:18]([C:21]3[C:22]([C:27]#[N:28])=[CH:23][CH:24]=[CH:25][CH:26]=3)=[CH:19][CH:20]=2)[C:5]([CH2:1][CH2:2][CH2:3][CH3:4])=[N:10][C:9]=1[CH2:11][CH3:12], predict the reactants needed to synthesize it. The reactants are: [CH2:1]([C:5]1[N:6]([CH2:14][C:15]2[CH:20]=[CH:19][C:18]([C:21]3[C:22]([C:27]#[N:28])=[CH:23][CH:24]=[CH:25][CH:26]=3)=[CH:17][CH:16]=2)[C:7](=[O:13])[CH:8]=[C:9]([CH2:11][CH3:12])[N:10]=1)[CH2:2][CH2:3][CH3:4].[Br:29]Br. (2) Given the product [CH2:1]([C:4]1[CH:5]=[C:6]([CH:12]=[CH:13][C:14]=1[O:15][CH3:16])[C:7]([OH:9])=[O:8])[CH:2]=[CH2:3], predict the reactants needed to synthesize it. The reactants are: [CH2:1]([C:4]1[CH:5]=[C:6]([CH:12]=[CH:13][C:14]=1[O:15][CH3:16])[C:7]([O:9]CC)=[O:8])[CH:2]=[CH2:3].[OH-].[Na+].Cl. (3) Given the product [CH3:1][C:2]([CH3:7])([CH3:6])[CH2:3][CH:4]([OH:5])[CH:8]=[CH2:9], predict the reactants needed to synthesize it. The reactants are: [CH3:1][C:2]([CH3:7])([CH3:6])[CH2:3][CH:4]=[O:5].[CH:8]([Mg]Br)=[CH2:9].[Cl-].[NH4+]. (4) Given the product [NH2:7][CH2:8][C:9]1[CH:42]=[CH:41][C:12]2[N:13]([CH2:34][CH2:35][CH2:36][S:37]([CH3:40])(=[O:38])=[O:39])[C:14]([CH2:16][N:17]3[C:26]4[C:21](=[CH:22][CH:23]=[CH:24][CH:25]=4)[C:20](=[O:27])[N:19]([CH2:28][C:29]([F:31])([F:30])[F:32])[C:18]3=[O:33])=[N:15][C:11]=2[CH:10]=1, predict the reactants needed to synthesize it. The reactants are: C(OC(=O)[NH:7][CH2:8][C:9]1[CH:42]=[CH:41][C:12]2[N:13]([CH2:34][CH2:35][CH2:36][S:37]([CH3:40])(=[O:39])=[O:38])[C:14]([CH2:16][N:17]3[C:26]4[C:21](=[CH:22][CH:23]=[CH:24][CH:25]=4)[C:20](=[O:27])[N:19]([CH2:28][C:29]([F:32])([F:31])[F:30])[C:18]3=[O:33])=[N:15][C:11]=2[CH:10]=1)(C)(C)C.Cl. (5) Given the product [F:37][C:38]1[CH:45]=[CH:44][C:41]([CH2:42][NH:43][C:23]([C:21]2[S:22][C:16]3[N:15]([CH3:26])[C:14](=[O:27])[N:13]([CH2:12][C:11]4[CH:10]=[CH:9][C:8]([C:6]([OH:5])=[O:7])=[CH:29][CH:28]=4)[C:18](=[O:19])[C:17]=3[CH:20]=2)=[O:25])=[CH:40][CH:39]=1, predict the reactants needed to synthesize it. The reactants are: C([O:5][C:6]([C:8]1[CH:29]=[CH:28][C:11]([CH2:12][N:13]2[C:18](=[O:19])[C:17]3[CH:20]=[C:21]([C:23]([OH:25])=O)[S:22][C:16]=3[N:15]([CH3:26])[C:14]2=[O:27])=[CH:10][CH:9]=1)=[O:7])(C)(C)C.CCN(CC)CC.[F:37][C:38]1[CH:45]=[CH:44][C:41]([CH2:42][NH2:43])=[CH:40][CH:39]=1. (6) Given the product [CH:1]1([N:4]([CH:18]2[CH2:23][CH2:22][N:21]([C:25]3[N:26]=[CH:27][C:28]([C:31]4[CH:32]=[CH:33][C:34]([O:37][CH3:38])=[CH:35][CH:36]=4)=[CH:29][N:30]=3)[CH2:20][CH2:19]2)[C:5](=[O:17])[C:6]2[CH:7]=[CH:8][C:9]([C:12]3[O:16][CH:15]=[N:14][CH:13]=3)=[CH:10][CH:11]=2)[CH2:3][CH2:2]1, predict the reactants needed to synthesize it. The reactants are: [CH:1]1([N:4]([CH:18]2[CH2:23][CH2:22][NH:21][CH2:20][CH2:19]2)[C:5](=[O:17])[C:6]2[CH:11]=[CH:10][C:9]([C:12]3[O:16][CH:15]=[N:14][CH:13]=3)=[CH:8][CH:7]=2)[CH2:3][CH2:2]1.Cl[C:25]1[N:30]=[CH:29][C:28]([C:31]2[CH:36]=[CH:35][C:34]([O:37][CH3:38])=[CH:33][CH:32]=2)=[CH:27][N:26]=1. (7) Given the product [I:1][C:2]1[CH:3]=[C:4]2[N:28]=[C:29]([NH:31][C:32](=[O:36])[O:33][CH2:34][CH3:35])[N:8]([CH2:9][C:10]3[CH:15]=[CH:14][C:13]([O:16][CH2:17][C:18]4[CH:23]=[CH:22][C:21]([O:24][CH3:25])=[CH:20][CH:19]=4)=[C:12]([O:26][CH3:27])[CH:11]=3)[C:5]2=[N:6][CH:7]=1, predict the reactants needed to synthesize it. The reactants are: [I:1][C:2]1[CH:3]=[C:4]([NH:28][C:29]([NH:31][C:32](=[O:36])[O:33][CH2:34][CH3:35])=S)[C:5]([NH:8][CH2:9][C:10]2[CH:15]=[CH:14][C:13]([O:16][CH2:17][C:18]3[CH:23]=[CH:22][C:21]([O:24][CH3:25])=[CH:20][CH:19]=3)=[C:12]([O:26][CH3:27])[CH:11]=2)=[N:6][CH:7]=1.C(N(CC)CC)C.C1(S(Cl)(=O)=O)C=CC=CC=1. (8) Given the product [CH2:1]([O:3][C:4]([C:6]1[CH:7]=[C:8]2[C:13](=[CH:14][CH:15]=1)[N:12]=[CH:11][C:10]([S:16]([CH3:19])(=[O:18])=[O:17])=[C:9]2[C:21]1[CH:26]=[CH:25][CH:24]=[CH:23][CH:22]=1)=[O:5])[CH3:2], predict the reactants needed to synthesize it. The reactants are: [CH2:1]([O:3][C:4]([C:6]1[CH:7]=[C:8]2[C:13](=[CH:14][CH:15]=1)[N:12]=[CH:11][C:10]([S:16]([CH3:19])(=[O:18])=[O:17])=[C:9]2Cl)=[O:5])[CH3:2].[C:21]1(B(O)O)[CH:26]=[CH:25][CH:24]=[CH:23][CH:22]=1.C(=O)([O-])[O-].[Na+].[Na+]. (9) Given the product [Si:25]([O:11][C:10]([CH3:13])([CH3:12])[CH2:9][N:6]1[CH:5]=[C:4]([NH2:1])[CH:8]=[N:7]1)([C:28]([CH3:31])([CH3:30])[CH3:29])([CH3:27])[CH3:26], predict the reactants needed to synthesize it. The reactants are: [N+:1]([C:4]1[CH:5]=[N:6][NH:7][CH:8]=1)([O-])=O.[CH3:9][C:10]1([CH3:13])[CH2:12][O:11]1.N12CCCN=C1CCCCC2.[Si:25](Cl)([C:28]([CH3:31])([CH3:30])[CH3:29])([CH3:27])[CH3:26].N1C=CN=C1.C(N(CC)CC)C.